This data is from Catalyst prediction with 721,799 reactions and 888 catalyst types from USPTO. The task is: Predict which catalyst facilitates the given reaction. Reactant: [CH2:1]([O:3][C:4]1[CH:5]=[C:6]([CH:12]([N:18]2[CH2:26][C:25]3[C:20](=[CH:21][CH:22]=[CH:23][CH:24]=3)[C:19]2=[O:27])[CH2:13][C:14]([NH:16][OH:17])=[O:15])[CH:7]=[CH:8][C:9]=1[O:10][CH3:11])[CH3:2].[C:28](OC(=O)C)(=[O:30])[CH3:29]. Product: [C:28]([O:17][NH:16][C:14](=[O:15])[CH2:13][CH:12]([C:6]1[CH:7]=[CH:8][C:9]([O:10][CH3:11])=[C:4]([O:3][CH2:1][CH3:2])[CH:5]=1)[N:18]1[CH2:26][C:25]2[C:20](=[CH:21][CH:22]=[CH:23][CH:24]=2)[C:19]1=[O:27])(=[O:30])[CH3:29]. The catalyst class is: 10.